From a dataset of Forward reaction prediction with 1.9M reactions from USPTO patents (1976-2016). Predict the product of the given reaction. (1) Given the reactants [CH3:1][O:2][C:3](=[O:25])[CH2:4][C:5]1[C:14]([CH3:15])=[C:13]([O:16]CC2C=CC=CC=2)[C:12]2[C:7](=[CH:8][CH:9]=[C:10]([F:24])[CH:11]=2)[CH:6]=1, predict the reaction product. The product is: [CH3:1][O:2][C:3](=[O:25])[CH2:4][C:5]1[C:14]([CH3:15])=[C:13]([OH:16])[C:12]2[C:7](=[CH:8][CH:9]=[C:10]([F:24])[CH:11]=2)[CH:6]=1. (2) Given the reactants [H-].[Na+].[F:3][C:4]([F:11])([F:10])[CH2:5][C:6]([CH3:9])([OH:8])[CH3:7].[N:12]1[CH:17]=[CH:16][CH:15]=[CH:14][C:13]=1[O:18][C:19](=O)[O:20]C1C=CC=CN=1, predict the reaction product. The product is: [C:19](=[O:20])([O:8][C:6]([CH3:9])([CH2:5][C:4]([F:11])([F:10])[F:3])[CH3:7])[O:18][C:13]1[CH:14]=[CH:15][CH:16]=[CH:17][N:12]=1. (3) Given the reactants N1CC[CH:4]([N:7]2[CH:11]=[C:10]([C:12]3[CH:35]=[CH:34][C:15]4[N:16]([C:19]5[CH:20]=[C:21]([NH:25][C:26]([NH:28][CH2:29][C:30]([F:33])([F:32])[F:31])=[O:27])[CH:22]=[CH:23][CH:24]=5)[CH:17]=[N:18][C:14]=4[CH:13]=3)[CH:9]=[N:8]2)[CH2:3]C1.[CH2:36]([O:38]C(N1C=C(B2OC(C)(C)C(C)(C)O2)C=N1)C)[CH3:37], predict the reaction product. The product is: [CH2:36]([O:38][CH:4]([N:7]1[CH:11]=[C:10]([C:12]2[CH:35]=[CH:34][C:15]3[N:16]([C:19]4[CH:20]=[C:21]([NH:25][C:26]([NH:28][CH2:29][C:30]([F:32])([F:31])[F:33])=[O:27])[CH:22]=[CH:23][CH:24]=4)[CH:17]=[N:18][C:14]=3[CH:13]=2)[CH:9]=[N:8]1)[CH3:3])[CH3:37]. (4) Given the reactants [Mn]([O-])(=O)(=O)=[O:2].[K+].[F:7][C:8]1[CH:13]=[C:12]([I:14])[CH:11]=[CH:10][C:9]=1[CH3:15].N1C=CC=CC=1.[OH2:22], predict the reaction product. The product is: [F:7][C:8]1[CH:13]=[C:12]([I:14])[CH:11]=[CH:10][C:9]=1[C:15]([OH:2])=[O:22]. (5) The product is: [NH2:1][C:2]1[N:6]([C:7]2[CH:12]=[CH:11][CH:10]=[CH:9][CH:8]=2)[N:5]=[C:4]([C:13]([NH2:14])=[O:16])[C:3]=1[CH3:15]. Given the reactants [NH2:1][C:2]1[N:6]([C:7]2[CH:12]=[CH:11][CH:10]=[CH:9][CH:8]=2)[N:5]=[C:4]([C:13]#[N:14])[C:3]=1[CH3:15].[OH-:16].[Na+], predict the reaction product. (6) Given the reactants O.C1(C)C=CC(S(O)(=O)=O)=CC=1.[F:13][C:14]1[C:20]([N+:21]([O-:23])=[O:22])=[CH:19][C:17]([NH2:18])=[C:16]([O:24][CH3:25])[CH:15]=1.Cl[C:27]1[N:32]=[C:31]([C:33]2[C:41]3[C:36](=[CH:37][CH:38]=[CH:39][CH:40]=3)[NH:35][CH:34]=2)[CH:30]=[CH:29][N:28]=1, predict the reaction product. The product is: [F:13][C:14]1[C:20]([N+:21]([O-:23])=[O:22])=[CH:19][C:17]([NH:18][C:27]2[N:32]=[C:31]([C:33]3[C:41]4[C:36](=[CH:37][CH:38]=[CH:39][CH:40]=4)[NH:35][CH:34]=3)[CH:30]=[CH:29][N:28]=2)=[C:16]([O:24][CH3:25])[CH:15]=1. (7) The product is: [CH2:1]([O:3][C:4](=[O:16])[C:5]([Cl:17])=[N:6][NH:7][C:8]1[CH:13]=[CH:12][C:11]([O:14][CH3:15])=[CH:10][CH:9]=1)[CH3:2]. Given the reactants [CH2:1]([O:3][C:4](=[O:16])[CH:5]=[N:6][NH:7][C:8]1[CH:13]=[CH:12][C:11]([O:14][CH3:15])=[CH:10][CH:9]=1)[CH3:2].[Cl:17]N1C(=O)CCC1=O, predict the reaction product. (8) Given the reactants [NH3:1].[NH2:2][C:3]1[C:4]([C:10]([O:12]C)=O)=[N:5][C:6]([I:9])=[CH:7][N:8]=1, predict the reaction product. The product is: [NH2:2][C:3]1[C:4]([C:10]([NH2:1])=[O:12])=[N:5][C:6]([I:9])=[CH:7][N:8]=1.